This data is from Full USPTO retrosynthesis dataset with 1.9M reactions from patents (1976-2016). The task is: Predict the reactants needed to synthesize the given product. (1) The reactants are: [CH3:1][O:2][C:3]([C:5]1(Br)[CH:14]=[C:13]([O:15][CH2:16][O:17][CH2:18][CH2:19][Si:20]([CH3:23])([CH3:22])[CH3:21])[C:12]2[C:7](=[CH:8][CH:9]=[C:10]([O:24][CH3:25])[CH:11]=2)[NH:6]1)=[O:4].[CH3:27][N:28]1[CH2:34][CH2:33][CH2:32][NH:31][CH2:30][CH2:29]1.C1C=CC(P(C2C(C3C(P(C4C=CC=CC=4)C4C=CC=CC=4)=CC=C4C=3C=CC=C4)=C3C(C=CC=C3)=CC=2)C2C=CC=CC=2)=CC=1.C(=O)([O-])[O-].[Cs+].[Cs+]. Given the product [CH3:1][O:2][C:3]([C:5]1[CH:14]=[C:13]([O:15][CH2:16][O:17][CH2:18][CH2:19][Si:20]([CH3:23])([CH3:22])[CH3:21])[C:12]2[C:7](=[C:8]([N:31]3[CH2:32][CH2:33][CH2:34][N:28]([CH3:27])[CH2:29][CH2:30]3)[CH:9]=[C:10]([O:24][CH3:25])[CH:11]=2)[N:6]=1)=[O:4], predict the reactants needed to synthesize it. (2) Given the product [CH3:1][C:2]1[CH:7]=[C:6]([O:8][CH:9]([C:14]2[CH:15]=[C:16]([C:20]3[CH:25]=[CH:24][C:23]([C:26]([F:27])([F:28])[F:29])=[CH:22][CH:21]=3)[CH:17]=[CH:18][CH:19]=2)[CH2:10][CH2:11][CH2:12][CH3:13])[CH:5]=[CH:4][C:3]=1[O:30][CH2:31][C:32]([OH:34])=[O:33], predict the reactants needed to synthesize it. The reactants are: [CH3:1][C:2]1[CH:7]=[C:6]([O:8][CH:9]([C:14]2[CH:15]=[C:16]([C:20]3[CH:25]=[CH:24][C:23]([C:26]([F:29])([F:28])[F:27])=[CH:22][CH:21]=3)[CH:17]=[CH:18][CH:19]=2)[CH2:10][CH2:11][CH2:12][CH3:13])[CH:5]=[CH:4][C:3]=1[O:30][CH2:31][C:32]([O:34]CC)=[O:33].O.[OH-].[Na+].Cl. (3) Given the product [Br:21][C:22]1[CH:27]=[CH:26][C:25]([S:28]([N:11]2[CH2:12][CH2:13][N:8]([C:14]([O:16][C:17]([CH3:20])([CH3:19])[CH3:18])=[O:15])[CH2:9][CH2:10]2)(=[O:30])=[O:29])=[CH:24][CH:23]=1, predict the reactants needed to synthesize it. The reactants are: C(N(CC)CC)C.[N:8]1([C:14]([O:16][C:17]([CH3:20])([CH3:19])[CH3:18])=[O:15])[CH2:13][CH2:12][NH:11][CH2:10][CH2:9]1.[Br:21][C:22]1[CH:27]=[CH:26][C:25]([S:28](Cl)(=[O:30])=[O:29])=[CH:24][CH:23]=1. (4) Given the product [CH3:1][O:2][C:10]1[CH:9]=[C:8]([CH:13]=[CH:12][C:11]=1[N+:14]([O-:16])=[O:15])[C:7]([OH:6])=[O:18], predict the reactants needed to synthesize it. The reactants are: [CH3:1][OH:2].[H-].[Na+].C[O:6][C:7](=[O:18])[C:8]1[CH:13]=[CH:12][C:11]([N+:14]([O-:16])=[O:15])=[C:10](F)[CH:9]=1. (5) Given the product [CH3:1][N:2]1[C:10]2[C:5](=[CH:6][CH:7]=[CH:8][CH:9]=2)[C:4]([CH:11]([CH2:15][CH2:16][CH3:17])[C:12]([O:14][CH3:23])=[O:13])=[CH:3]1, predict the reactants needed to synthesize it. The reactants are: [CH3:1][N:2]1[C:10]2[C:5](=[CH:6][CH:7]=[CH:8][CH:9]=2)[C:4]([CH:11]([CH2:15][CH2:16][CH3:17])[C:12]([OH:14])=[O:13])=[CH:3]1.S(=O)(=O)(O)O.[CH3:23]O. (6) Given the product [Cl:22][CH2:21][CH2:20][CH2:19][O:1][C:2]1[CH:3]=[CH:4][C:5]([CH2:8][C:9](=[O:11])[CH3:10])=[CH:6][CH:7]=1, predict the reactants needed to synthesize it. The reactants are: [OH:1][C:2]1[CH:7]=[CH:6][C:5]([CH2:8][C:9](=[O:11])[CH3:10])=[CH:4][CH:3]=1.C(=O)([O-])[O-].[K+].[K+].Br[CH2:19][CH2:20][CH2:21][Cl:22]. (7) Given the product [CH3:1][C:2]1([C:21]2[CH:26]=[CH:25][CH:24]=[CH:23][CH:22]=2)[N:6]([CH2:30][C:31](=[O:32])[C:33]2[CH:38]=[CH:37][CH:36]=[CH:35][CH:34]=2)[C:5](=[O:7])[N:4]([C:8]([C:10]2[C:19]3[C:14](=[CH:15][CH:16]=[CH:17][CH:18]=3)[CH:13]=[CH:12][CH:11]=2)=[O:9])[C:3]1=[O:20], predict the reactants needed to synthesize it. The reactants are: [CH3:1][C:2]1([C:21]2[CH:26]=[CH:25][CH:24]=[CH:23][CH:22]=2)[NH:6][C:5](=[O:7])[N:4]([C:8]([C:10]2[C:19]3[C:14](=[CH:15][CH:16]=[CH:17][CH:18]=3)[CH:13]=[CH:12][CH:11]=2)=[O:9])[C:3]1=[O:20].[H-].[Na+].Br[CH2:30][C:31]([C:33]1[CH:38]=[CH:37][CH:36]=[CH:35][CH:34]=1)=[O:32].C(OCC)(=O)C.